From a dataset of Forward reaction prediction with 1.9M reactions from USPTO patents (1976-2016). Predict the product of the given reaction. (1) Given the reactants [CH3:1][O:2][C:3](=[O:18])/[CH:4]=[CH:5]\[C:6]([C:9]1[CH:14]=[CH:13][CH:12]=[C:11]([O:15][CH3:16])[C:10]=1[F:17])([CH3:8])[CH3:7], predict the reaction product. The product is: [CH3:1][O:2][C:3](=[O:18])[CH2:4][CH2:5][C:6]([C:9]1[CH:14]=[CH:13][CH:12]=[C:11]([O:15][CH3:16])[C:10]=1[F:17])([CH3:8])[CH3:7]. (2) Given the reactants [C:1]([C:4]1[C:12]2[C:7](=[CH:8][CH:9]=[C:10]([C:13](O)=[O:14])[CH:11]=2)[N:6]([CH2:16][C:17]([N:19]2[CH2:23][C@H:22]([F:24])[CH2:21][C@H:20]2[C:25](=[O:36])[NH:26][CH2:27][C:28]2[CH:33]=[CH:32][CH:31]=[C:30]([Cl:34])[C:29]=2[F:35])=[O:18])[CH:5]=1)(=[O:3])[CH3:2].[N-]=C=O.[CH:40]12[CH2:46][CH:43]([CH2:44][CH2:45]1)[CH2:42][NH:41]2, predict the reaction product. The product is: [C:1]([C:4]1[C:12]2[C:7](=[CH:8][CH:9]=[C:10]([C:13]([N:41]3[CH2:42][CH:43]4[CH2:46][CH:40]3[CH2:45][CH2:44]4)=[O:14])[CH:11]=2)[N:6]([CH2:16][C:17]([N:19]2[CH2:23][C@H:22]([F:24])[CH2:21][C@H:20]2[C:25]([NH:26][CH2:27][C:28]2[CH:33]=[CH:32][CH:31]=[C:30]([Cl:34])[C:29]=2[F:35])=[O:36])=[O:18])[CH:5]=1)(=[O:3])[CH3:2].